This data is from Reaction yield outcomes from USPTO patents with 853,638 reactions. The task is: Predict the reaction yield, written as a fraction of the theoretical maximum amount of product (1.0 means a 100% yield; for example, 0.34 means a 34% yield). (1) The reactants are CC([Si](C)(C)[O:6][CH2:7][C@@H:8]1[CH2:17][N:16]2[C@H:11]([CH2:12][O:13][CH2:14][CH2:15]2)[CH2:10][N:9]1[CH2:18][C:19]1[CH:24]=[CH:23][CH:22]=[CH:21][CH:20]=1)(C)C.Cl. The catalyst is CO. The product is [C:19]1([CH2:18][N:9]2[C@H:8]([CH2:7][OH:6])[CH2:17][N:16]3[C@H:11]([CH2:12][O:13][CH2:14][CH2:15]3)[CH2:10]2)[CH:20]=[CH:21][CH:22]=[CH:23][CH:24]=1. The yield is 0.780. (2) The reactants are Cl.[CH:2]1[C:7](/[CH:8]=[C:9]2\[C@@H:10](C3C=C(O)C=C(O)C=3)[C@H:11](C3C=CC(O)=CC=3)[C:12]3[C:17]\2=[CH:16][C:15]([OH:18])=[CH:14][C:13]=3[OH:19])=[CH:6][CH:5]=[C:4]([OH:35])[CH:3]=1. The catalyst is CO. The product is [CH:6]1[C:7]([CH2:8][C:9]2[C:17]3[C:12](=[C:13]([OH:19])[CH:14]=[C:15]([OH:18])[CH:16]=3)[C@H:11]([C:17]3[CH:16]=[C:15]([OH:18])[CH:14]=[C:13]([OH:19])[CH:12]=3)[C:10]=2[C:7]2[CH:2]=[CH:3][C:4]([OH:35])=[CH:5][CH:6]=2)=[CH:2][CH:3]=[C:4]([OH:35])[CH:5]=1. The yield is 0.960.